Task: Predict the product of the given reaction.. Dataset: Forward reaction prediction with 1.9M reactions from USPTO patents (1976-2016) Given the reactants [CH:1]([N:14]1[CH2:17][CH:16]([OH:18])[CH2:15]1)([C:8]1[CH:13]=[CH:12][CH:11]=[CH:10][CH:9]=1)[C:2]1[CH:7]=[CH:6][CH:5]=[CH:4][CH:3]=1.[H-].[Na+].Br[CH2:22][CH2:23][O:24][CH:25]1[CH2:30][CH2:29][CH2:28][CH2:27][O:26]1.O, predict the reaction product. The product is: [CH:1]([N:14]1[CH2:17][CH:16]([O:18][CH2:22][CH2:23][O:24][CH:25]2[CH2:30][CH2:29][CH2:28][CH2:27][O:26]2)[CH2:15]1)([C:8]1[CH:13]=[CH:12][CH:11]=[CH:10][CH:9]=1)[C:2]1[CH:3]=[CH:4][CH:5]=[CH:6][CH:7]=1.